Dataset: Catalyst prediction with 721,799 reactions and 888 catalyst types from USPTO. Task: Predict which catalyst facilitates the given reaction. (1) Reactant: FC(F)(F)S([O:6][CH2:7][C:8]12[CH2:17][CH:12]3[CH2:13][CH:14]([CH2:16][CH:10]([CH2:11]3)[CH2:9]1)[CH2:15]2)(=O)=O.O[C:21]1[CH:26]=[CH:25][C:24]([CH2:27][CH2:28][NH:29][C:30](=[O:36])[O:31][C:32]([CH3:35])([CH3:34])[CH3:33])=[CH:23][CH:22]=1.C(=O)([O-])[O-].[Cs+].[Cs+].O. Product: [C:8]12([CH2:7][O:6][C:21]3[CH:22]=[CH:23][C:24]([CH2:27][CH2:28][NH:29][C:30](=[O:36])[O:31][C:32]([CH3:34])([CH3:33])[CH3:35])=[CH:25][CH:26]=3)[CH2:17][CH:12]3[CH2:13][CH:14]([CH2:16][CH:10]([CH2:11]3)[CH2:9]1)[CH2:15]2. The catalyst class is: 9. (2) Reactant: C([O:3][C:4]([C:6]1([NH:15][C:16](=[O:29])[C:17]2[CH:22]=[CH:21][CH:20]=[C:19]([CH3:23])[C:18]=2[O:24][CH:25]2[CH2:28][CH2:27][CH2:26]2)[CH2:14][C:13]2[C:8](=[CH:9][CH:10]=[CH:11][CH:12]=2)[CH2:7]1)=[O:5])C.[OH-].[K+].O. Product: [CH:25]1([O:24][C:18]2[C:19]([CH3:23])=[CH:20][CH:21]=[CH:22][C:17]=2[C:16]([NH:15][C:6]2([C:4]([OH:5])=[O:3])[CH2:7][C:8]3[C:13](=[CH:12][CH:11]=[CH:10][CH:9]=3)[CH2:14]2)=[O:29])[CH2:28][CH2:27][CH2:26]1. The catalyst class is: 14. (3) Reactant: [NH2:1][C:2]1[C:3](C#N)=[N:4][C:5]([Cl:9])=[CH:6][C:7]=1[Cl:8].O.[C:13](=[O:16])(O)[O-:14].[Na+]. Product: [NH2:1][C:2]1[C:3]([C:13]([OH:14])=[O:16])=[N:4][C:5]([Cl:9])=[CH:6][C:7]=1[Cl:8]. The catalyst class is: 65. (4) Reactant: C[CH:2]=[C:3]([C:7]1[C:33]([CH3:34])=[CH:32][C:10]2[C:11]([CH2:14][CH2:15][C:16]3[S:17][C:18]4[CH:27]=[C:26]([C:28]([F:31])([F:30])[F:29])[CH:25]=[CH:24][C:19]=4[C:20]=3[CH:21]([CH3:23])[CH3:22])=[N:12][O:13][C:9]=2[CH:8]=1)[C:4]([O-:6])=[O:5].[OH-].[Na+].Cl. Product: [CH:21]([C:20]1[C:19]2[CH:24]=[CH:25][C:26]([C:28]([F:29])([F:30])[F:31])=[CH:27][C:18]=2[S:17][C:16]=1[CH2:15][CH2:14][C:11]1[C:10]2[CH:32]=[C:33]([CH3:34])[C:7]([C:3](=[CH2:2])[C:4]([OH:6])=[O:5])=[CH:8][C:9]=2[O:13][N:12]=1)([CH3:23])[CH3:22]. The catalyst class is: 200. (5) Reactant: [C:1]([C:5]1[CH:10]=[CH:9][C:8]([N:11]2[CH2:15][CH2:14][C:13]3([CH2:20][CH2:19][CH:18]([CH:21]([OH:26])[C:22]([F:25])([F:24])[F:23])[CH2:17][CH2:16]3)[C:12]2=[O:27])=[CH:7][CH:6]=1)([CH3:4])([CH3:3])[CH3:2].CC(OI1(OC(C)=O)(OC(C)=O)OC(=O)C2C=CC=CC1=2)=[O:30].C([O-])(O)=O.[Na+].[O-]S([O-])(=S)=O.[Na+].[Na+]. Product: [C:1]([C:5]1[CH:6]=[CH:7][C:8]([N:11]2[CH2:15][CH2:14][C:13]3([CH2:20][CH2:19][CH:18]([C:21]([OH:30])([OH:26])[C:22]([F:24])([F:25])[F:23])[CH2:17][CH2:16]3)[C:12]2=[O:27])=[CH:9][CH:10]=1)([CH3:4])([CH3:2])[CH3:3]. The catalyst class is: 91. (6) Reactant: Cl[C:2]1[N:7]=[C:6]([NH2:8])[CH:5]=[CH:4][N:3]=1.[CH:9]1([NH2:12])[CH2:11][CH2:10]1. Product: [CH:9]1([NH:12][C:2]2[N:7]=[C:6]([NH2:8])[CH:5]=[CH:4][N:3]=2)[CH2:11][CH2:10]1. The catalyst class is: 37. (7) Reactant: Br[C:2]1[C:3]([C:9]([NH:11][C:12]2[CH:24]=[CH:23][C:15]([C:16]([O:18][C:19]([CH3:22])([CH3:21])[CH3:20])=[O:17])=[CH:14][CH:13]=2)=[O:10])=[N:4][CH:5]=[C:6]([Cl:8])[CH:7]=1.[C:25]1(B(O)O)[CH:30]=[CH:29][CH:28]=[CH:27][CH:26]=1.C(=O)([O-])[O-].[Na+].[Na+].O1CCOCC1. Product: [Cl:8][C:6]1[CH:7]=[C:2]([C:25]2[CH:30]=[CH:29][CH:28]=[CH:27][CH:26]=2)[C:3]([C:9]([NH:11][C:12]2[CH:24]=[CH:23][C:15]([C:16]([O:18][C:19]([CH3:22])([CH3:21])[CH3:20])=[O:17])=[CH:14][CH:13]=2)=[O:10])=[N:4][CH:5]=1. The catalyst class is: 103. (8) Reactant: N1C2C(=CC=CC=2S(NC2C=CC([C:19]([OH:21])=[O:20])=CC=2)(=O)=O)C=CC=1.CCN=C=N[CH2:29][CH2:30][CH2:31]N(C)C.[CH:35]1[CH:36]=[CH:37][C:38]2[N:43](O)N=[N:41][C:39]=2[CH:40]=1.[CH3:45]CN(C(C)C)C(C)C. Product: [CH:36]12[N:41]([C:19]([O:21][C:30]([CH3:31])([CH3:45])[CH3:29])=[O:20])[CH:39]([CH2:40][CH2:35]1)[CH2:38][NH:43][CH2:37]2. The catalyst class is: 18. (9) Reactant: I.[CH2:2]([O:4][C:5]1[CH:6]=[C:7]([NH2:18])[CH:8]=[CH:9][C:10]=1[CH:11]1[CH2:16][CH2:15][N:14]([CH3:17])[CH2:13][CH2:12]1)[CH3:3].C(N(CC)CC)C.C(O[CH:29]=[C:30]([C:36]([O:38][CH2:39][CH3:40])=[O:37])[C:31]([O:33][CH2:34][CH3:35])=[O:32])C.C(=O)(O)[O-].[Na+]. Product: [CH2:2]([O:4][C:5]1[CH:6]=[C:7]([NH:18][CH:29]=[C:30]([C:31]([O:33][CH2:34][CH3:35])=[O:32])[C:36]([O:38][CH2:39][CH3:40])=[O:37])[CH:8]=[CH:9][C:10]=1[CH:11]1[CH2:16][CH2:15][N:14]([CH3:17])[CH2:13][CH2:12]1)[CH3:3]. The catalyst class is: 10.